Dataset: Reaction yield outcomes from USPTO patents with 853,638 reactions. Task: Predict the reaction yield, written as a fraction of the theoretical maximum amount of product (1.0 means a 100% yield; for example, 0.34 means a 34% yield). (1) The reactants are [F:1][CH:2]1[CH:7]([C:8]2[N:9]([CH2:24][CH2:25][O:26]C3CCCCO3)[CH:10]=[C:11]([C:13]3[CH:18]=[CH:17][C:16]([F:19])=[C:15]([C:20]([F:23])([F:22])[F:21])[CH:14]=3)[N:12]=2)[CH2:6][CH2:5][N:4]([C:33]([O:35][C:36]([CH3:39])([CH3:38])[CH3:37])=[O:34])[CH2:3]1.O.C1(C)C=CC(S(O)(=O)=O)=CC=1. The catalyst is CO. The product is [C:36]([O:35][C:33]([N:4]1[CH2:5][CH2:6][C@H:7]([C:8]2[N:9]([CH2:24][CH2:25][OH:26])[CH:10]=[C:11]([C:13]3[CH:18]=[CH:17][C:16]([F:19])=[C:15]([C:20]([F:21])([F:23])[F:22])[CH:14]=3)[N:12]=2)[C@H:2]([F:1])[CH2:3]1)=[O:34])([CH3:39])([CH3:37])[CH3:38].[C:36]([O:35][C:33]([N:4]1[CH2:5][CH2:6][C@@H:7]([C:8]2[N:9]([CH2:24][CH2:25][OH:26])[CH:10]=[C:11]([C:13]3[CH:18]=[CH:17][C:16]([F:19])=[C:15]([C:20]([F:21])([F:23])[F:22])[CH:14]=3)[N:12]=2)[C@H:2]([F:1])[CH2:3]1)=[O:34])([CH3:39])([CH3:37])[CH3:38]. The yield is 0.310. (2) The reactants are [C:1]([N:8]1[CH:12]=[CH:11][N:10]=[CH:9]1)([N:3]1[CH:7]=[CH:6]N=[CH:4]1)=[O:2].NC1[S:15][C:16]2C=C[CH:20]=[CH:19][C:17]=2N=1.CCN(C(C)C)C(C)C.[CH3:32][C:33]1[C:34]([CH2:39][N:40]([CH2:47][C:48]2[C:53]([CH3:54])=[CH:52][CH:51]=[CH:50][N:49]=2)[CH:41]2[CH2:46]CNCC2)=[N:35][CH:36]=[CH:37][CH:38]=1. The catalyst is C(Cl)Cl.CN(C=O)C. The product is [S:15]1[C:16]2[CH:17]=[CH:19][CH:20]=[CH:12][C:11]=2[N:10]=[C:9]1[NH:8][C:1]([N:3]1[CH2:4][CH2:46][CH:41]([N:40]([CH2:39][C:34]2[C:33]([CH3:32])=[CH:38][CH:37]=[CH:36][N:35]=2)[CH2:47][C:48]2[C:53]([CH3:54])=[CH:52][CH:51]=[CH:50][N:49]=2)[CH2:6][CH2:7]1)=[O:2]. The yield is 0.450.